Binary Classification. Given a miRNA mature sequence and a target amino acid sequence, predict their likelihood of interaction. From a dataset of Experimentally validated miRNA-target interactions with 360,000+ pairs, plus equal number of negative samples. The miRNA is mmu-miR-3057-5p with sequence AUUGGAGCUGAGAUUCUGCGGGAU. The protein sequence of the target gene is MSNFLHLKYNEKSVSVTKALTVRFLTKRFIGEYASNFESIYKKHLCLERKQLNLEIYDPCSQTQKAKFSLTSELHWADGFVIVYDISDRSSFAFAKALIYRIREPQTSHCKRAVESAVFLVGNKRDLCHVREVGWEEGQKLALENRCQFCELSAAEQSLEVEMMFIRIIKDILINFKLKEKRRPSGSKSMAKLINNVFGKRRKSV. Result: 0 (no interaction).